From a dataset of Catalyst prediction with 721,799 reactions and 888 catalyst types from USPTO. Predict which catalyst facilitates the given reaction. (1) Reactant: Br[CH2:2][C:3]1[N:4]([CH3:15])[N:5]=[C:6]2[C:11]=1[CH:10]=[CH:9][C:8]([N+:12]([O-:14])=[O:13])=[CH:7]2.[OH-:16].[Na+]. Product: [CH3:15][N:4]1[C:3]([CH2:2][OH:16])=[C:11]2[C:6]([CH:7]=[C:8]([N+:12]([O-:14])=[O:13])[CH:9]=[CH:10]2)=[N:5]1. The catalyst class is: 144. (2) Reactant: [Cl:1][C:2]1[CH:30]=[C:29]([O:31][CH2:32][CH2:33][O:34]C(=O)C)[CH:28]=[CH:27][C:3]=1[C:4]([N:6]1[C:12]2[CH:13]=[CH:14][CH:15]=[CH:16][C:11]=2[CH2:10][N:9]([C:17]([NH:19][CH2:20][C:21]([O:23][CH2:24]C)=[O:22])=[O:18])[C@H:8]([CH3:26])[CH2:7]1)=[O:5].C(=O)([O-])O.[Na+]. Product: [Cl:1][C:2]1[CH:30]=[C:29]([O:31][CH2:32][CH2:33][OH:34])[CH:28]=[CH:27][C:3]=1[C:4]([N:6]1[C:12]2[CH:13]=[CH:14][CH:15]=[CH:16][C:11]=2[CH2:10][N:9]([C:17]([NH:19][CH2:20][C:21]([O:23][CH3:24])=[O:22])=[O:18])[C@H:8]([CH3:26])[CH2:7]1)=[O:5]. The catalyst class is: 5. (3) Reactant: [Br:1][C:2]1[CH:3]=[N:4][N:5]([CH:7]2[CH2:12][CH2:11][NH:10][CH2:9][CH2:8]2)[CH:6]=1.[CH2:13](N(CC)CC)C.CI. Product: [Br:1][C:2]1[CH:3]=[N:4][N:5]([CH:7]2[CH2:12][CH2:11][N:10]([CH3:13])[CH2:9][CH2:8]2)[CH:6]=1. The catalyst class is: 3. (4) Reactant: [CH3:1][O:2][C:3]1[C:8]([NH2:9])=[C:7]([O:10][CH3:11])[N:6]=[C:5]([NH:12][CH2:13][CH2:14][CH2:15][N:16]2[CH2:21][CH2:20][O:19][CH2:18][CH2:17]2)[N:4]=1.C[Al](C)C.[C:26]([C:30]1[CH:31]=[C:32]([CH:44]=[CH:45][CH:46]=1)[O:33][C:34]1[O:35][CH:36]=[C:37]([C:39](OCC)=[O:40])[N:38]=1)([CH3:29])([CH3:28])[CH3:27]. Product: [C:26]([C:30]1[CH:31]=[C:32]([CH:44]=[CH:45][CH:46]=1)[O:33][C:34]1[O:35][CH:36]=[C:37]([C:39]([NH:9][C:8]2[C:7]([O:10][CH3:11])=[N:6][C:5]([NH:12][CH2:13][CH2:14][CH2:15][N:16]3[CH2:21][CH2:20][O:19][CH2:18][CH2:17]3)=[N:4][C:3]=2[O:2][CH3:1])=[O:40])[N:38]=1)([CH3:29])([CH3:27])[CH3:28]. The catalyst class is: 4. (5) Reactant: [CH2:1]([O:3][C:4]([CH:6]1[CH2:11][NH:10][C:9]2[CH:12]=[C:13]([Cl:16])[CH:14]=[CH:15][C:8]=2[O:7]1)=[O:5])[CH3:2].[C:17](O[C:17]([O:19][C:20]([CH3:23])([CH3:22])[CH3:21])=[O:18])([O:19][C:20]([CH3:23])([CH3:22])[CH3:21])=[O:18]. The catalyst class is: 230. Product: [CH3:2][CH2:1][O:3][C:4]([CH:6]1[CH2:11][N:10]([C:17]([O:19][C:20]([CH3:23])([CH3:22])[CH3:21])=[O:18])[C:9]2[CH:12]=[C:13]([Cl:16])[CH:14]=[CH:15][C:8]=2[O:7]1)=[O:5].